This data is from Full USPTO retrosynthesis dataset with 1.9M reactions from patents (1976-2016). The task is: Predict the reactants needed to synthesize the given product. (1) Given the product [C:1]([C:3]1[CH:4]=[C:5]([C:13]2[O:15][N:16]=[C:17]([C:18]3[N:19]=[CH:20][C:21]([CH2:37][CH2:38][C:39]([O:41][CH2:42][CH3:43])=[O:40])=[C:22]4[CH:26]=[CH:25][NH:24][C:23]=34)[N:44]=2)[CH:6]=[CH:7][C:8]=1[O:9][CH:10]([CH3:12])[CH3:11])#[N:2], predict the reactants needed to synthesize it. The reactants are: [C:1]([C:3]1[CH:4]=[C:5]([C:13]([O:15][NH:16][C:17](=[NH:44])[C:18]2[N:19]=[CH:20][C:21]([CH2:37][CH2:38][C:39]([O:41][CH2:42][CH3:43])=[O:40])=[C:22]3[CH:26]=[CH:25][N:24](S(C4C=CC(C)=CC=4)(=O)=O)[C:23]=23)=O)[CH:6]=[CH:7][C:8]=1[O:9][CH:10]([CH3:12])[CH3:11])#[N:2].CCCC[N+](CCCC)(CCCC)CCCC.[F-]. (2) Given the product [C:17]([O:24][C:2]1[CH:7]=[CH:6][C:5]([O:8][CH3:9])=[CH:4][CH:3]=1)(=[O:30])[C:18]1[CH:23]=[CH:22][CH:21]=[CH:20][CH:19]=1, predict the reactants needed to synthesize it. The reactants are: O[C:2]1[CH:7]=[CH:6][C:5]([O:8][CH3:9])=[CH:4][CH:3]=1.C(N(CC)CC)C.[C:17](Cl)(=[O:24])[C:18]1[CH:23]=[CH:22][CH:21]=[CH:20][CH:19]=1.C(Cl)(Cl)Cl.[OH2:30]. (3) Given the product [ClH:13].[NH:2]1[CH:6]=[C:5]([CH2:7][C:8]([O:10][CH3:15])=[O:9])[N:4]=[CH:3]1, predict the reactants needed to synthesize it. The reactants are: Cl.[NH:2]1[CH:6]=[C:5]([CH2:7][C:8]([OH:10])=[O:9])[N:4]=[CH:3]1.O=S(Cl)[Cl:13].[CH3:15]O. (4) Given the product [Cl:12][C:13]1[N:18]=[C:17]([C:7]2[CH:6]=[CH:5][CH:4]=[C:3]([C:1]#[N:2])[CH:8]=2)[CH:16]=[C:15]([C:20]2[CH:25]=[CH:24][CH:23]=[CH:22][CH:21]=2)[N:14]=1, predict the reactants needed to synthesize it. The reactants are: [C:1]([C:3]1[CH:4]=[C:5](B(O)O)[CH:6]=[CH:7][CH:8]=1)#[N:2].[Cl:12][C:13]1[N:18]=[C:17](Cl)[CH:16]=[C:15]([C:20]2[CH:25]=[CH:24][CH:23]=[CH:22][CH:21]=2)[N:14]=1. (5) Given the product [Cl:1][C:2]1[C:7]([C:8]([OH:12])=[O:9])=[C:6]([Cl:10])[N:5]=[CH:4][N:3]=1, predict the reactants needed to synthesize it. The reactants are: [Cl:1][C:2]1[C:7]([CH:8]=[O:9])=[C:6]([Cl:10])[N:5]=[CH:4][N:3]=1.S(OOS([O-])(=O)=O)([O-])(=O)=[O:12].[K+].[K+]. (6) The reactants are: [S:1]1[C:5]2[CH:6]=[CH:7][CH:8]=[CH:9][C:4]=2[N:3]=[C:2]1[NH:10][C:11](=[O:37])[N:12]([C@H:28]1[CH2:32][CH2:31][C@H:30]([C:33]([O:35]C)=[O:34])[CH2:29]1)[CH2:13][CH2:14][CH:15]([C:22]1[CH:27]=[CH:26][CH:25]=[CH:24][CH:23]=1)[C:16]1[CH:21]=[CH:20][CH:19]=[CH:18][CH:17]=1.O.[OH-].[Li+]. Given the product [S:1]1[C:5]2[CH:6]=[CH:7][CH:8]=[CH:9][C:4]=2[N:3]=[C:2]1[NH:10][C:11](=[O:37])[N:12]([C@H:28]1[CH2:32][CH2:31][C@H:30]([C:33]([OH:35])=[O:34])[CH2:29]1)[CH2:13][CH2:14][CH:15]([C:16]1[CH:17]=[CH:18][CH:19]=[CH:20][CH:21]=1)[C:22]1[CH:27]=[CH:26][CH:25]=[CH:24][CH:23]=1, predict the reactants needed to synthesize it. (7) Given the product [CH:31]1([C@@H:37]([NH:39][C:12]([C:11]2[C:10]3[CH:9]=[C:8]4[O:15][CH2:16][CH2:17][O:18][C:7]4=[CH:6][C:5]=3[N:4]=[C:3]([C:19]3[CH:20]=[CH:21][CH:22]=[CH:23][CH:24]=3)[C:2]=2[CH3:1])=[O:13])[CH3:38])[CH2:36][CH2:35][CH2:34][CH2:33][CH2:32]1, predict the reactants needed to synthesize it. The reactants are: [CH3:1][C:2]1[C:3]([C:19]2[CH:24]=[CH:23][CH:22]=[CH:21][CH:20]=2)=[N:4][C:5]2[CH:6]=[C:7]3[O:18][CH2:17][CH2:16][O:15][C:8]3=[CH:9][C:10]=2[C:11]=1[C:12](O)=[O:13].C(Cl)(=O)C(Cl)=O.[CH:31]1([C@@H:37]([NH2:39])[CH3:38])[CH2:36][CH2:35][CH2:34][CH2:33][CH2:32]1.C([O-])([O-])=O.[K+].[K+]. (8) Given the product [F:22][C:18]1([F:21])[CH2:17][CH2:16][C:15]([C:12]2[S:13][CH:14]=[C:10]([CH2:9][OH:8])[N:11]=2)([OH:23])[CH2:20][CH2:19]1, predict the reactants needed to synthesize it. The reactants are: [Si]([O:8][CH2:9][C:10]1[N:11]=[C:12]([C:15]2([OH:23])[CH2:20][CH2:19][C:18]([F:22])([F:21])[CH2:17][CH2:16]2)[S:13][CH:14]=1)(C(C)(C)C)(C)C.F.F.F.C(N(CC)CC)C.